This data is from Peptide-MHC class II binding affinity with 134,281 pairs from IEDB. The task is: Regression. Given a peptide amino acid sequence and an MHC pseudo amino acid sequence, predict their binding affinity value. This is MHC class II binding data. (1) The peptide sequence is AVHADMGYWIESQKN. The MHC is DRB1_0401 with pseudo-sequence DRB1_0401. The binding affinity (normalized) is 0.245. (2) The peptide sequence is KKMVALTLTSYLGLTQP. The MHC is HLA-DQA10201-DQB10301 with pseudo-sequence HLA-DQA10201-DQB10301. The binding affinity (normalized) is 0.631. (3) The peptide sequence is PLMSSKFPELGMNPS. The MHC is HLA-DQA10101-DQB10501 with pseudo-sequence HLA-DQA10101-DQB10501. The binding affinity (normalized) is 0. (4) The peptide sequence is KFDSQLAHRHMARELH. The MHC is HLA-DQA10501-DQB10201 with pseudo-sequence HLA-DQA10501-DQB10201. The binding affinity (normalized) is 0.278. (5) The peptide sequence is RELWWVFYAAD. The MHC is HLA-DPA10201-DPB10101 with pseudo-sequence HLA-DPA10201-DPB10101. The binding affinity (normalized) is 0.464. (6) The peptide sequence is REALAQTHSAIAVII. The MHC is HLA-DQA10102-DQB10602 with pseudo-sequence HLA-DQA10102-DQB10602. The binding affinity (normalized) is 0.476. (7) The peptide sequence is QEQLFSNVQYFAHYCRKYAP. The MHC is HLA-DQA10301-DQB10302 with pseudo-sequence HLA-DQA10301-DQB10302. The binding affinity (normalized) is 0.167.